This data is from hERG Central: cardiac toxicity at 1µM, 10µM, and general inhibition. The task is: Predict hERG channel inhibition at various concentrations. (1) The compound is CCCCN(C)C1CCN(C(=S)Nc2ccc(OCC)cc2)CC1. Results: hERG_inhib (hERG inhibition (general)): blocker. (2) The compound is COc1ccc(CN2CCCC(C(=O)Nc3cccc(-n4cnnn4)c3)C2)c(C)c1C. Results: hERG_inhib (hERG inhibition (general)): blocker.